Dataset: Forward reaction prediction with 1.9M reactions from USPTO patents (1976-2016). Task: Predict the product of the given reaction. (1) Given the reactants C([N:3]([CH2:27][CH3:28])[C:4](=[O:26])[C:5]1[CH:10]=[CH:9][C:8]([C:11](=[C:18]2[CH2:24][CH:23]3[NH:25][CH:20]([CH2:21][CH2:22]3)[CH2:19]2)[C:12]2[CH:17]=[CH:16][CH:15]=[CH:14][CH:13]=2)=[CH:7][CH:6]=1)C.I[CH2:30][C:31]#[N:32].C(Br)C=C, predict the reaction product. The product is: [C:31]([CH2:30][N:25]1[CH:23]2[CH2:22][CH2:21][CH:20]1[CH2:19][C:18](=[C:11]([C:12]1[CH:17]=[CH:16][CH:15]=[CH:14][CH:13]=1)[C:8]1[CH:7]=[CH:6][C:5]([C:4]([NH:3][CH2:27][CH3:28])=[O:26])=[CH:10][CH:9]=1)[CH2:24]2)#[N:32]. (2) Given the reactants [F:1][C:2]1[CH:3]=[C:4]([C:14]2[NH:23][C:22](=[O:24])[C:21]3[C:16](=[CH:17][C:18]([O:27][CH3:28])=[C:19]([O:25]C)[CH:20]=3)[N:15]=2)[CH:5]=[CH:6][C:7]=1[C:8]1[CH:13]=[CH:12][CH:11]=[CH:10][CH:9]=1.N[C@H](C(O)=[O:36])CCSC, predict the reaction product. The product is: [F:1][C:2]1[CH:3]=[C:4]([C:14]2[NH:23][C:22](=[O:24])[C:21]3[C:16](=[CH:17][C:18]([O:27][CH3:28])=[C:19]([OH:25])[CH:20]=3)[N:15]=2)[CH:5]=[CH:6][C:7]=1[C:8]1[CH:9]=[CH:10][CH:11]=[CH:12][CH:13]=1.[OH:36][C:14]1[NH:23][C:22](=[O:24])[C:21]2[C:16](=[CH:17][C:18]([O:27][CH3:28])=[CH:19][CH:20]=2)[N:15]=1. (3) Given the reactants [F:1][C:2]1[CH:7]=[CH:6][C:5]([N:8]2[C:11](=[O:12])[CH:10]([CH2:13][CH2:14][CH:15]([C:17]3[CH:22]=[CH:21][C:20]([F:23])=[CH:19][CH:18]=3)[OH:16])[CH:9]2[C:24]2[CH:31]=[CH:30][CH:29]=[CH:28][C:25]=2[C:26]#N)=[CH:4][CH:3]=1.[H][H].[NH3:34], predict the reaction product. The product is: [NH2:34][CH2:28][C:29]1[CH:30]=[CH:31][C:24]([CH:9]2[N:8]([C:5]3[CH:6]=[CH:7][C:2]([F:1])=[CH:3][CH:4]=3)[C:11](=[O:12])[CH:10]2[CH2:13][CH2:14][CH:15]([C:17]2[CH:22]=[CH:21][C:20]([F:23])=[CH:19][CH:18]=2)[OH:16])=[CH:25][CH:26]=1. (4) The product is: [F:27][C:6]([F:5])([F:26])[C:7]([N:9]1[CH2:18][CH2:17][C:16]2[C:11](=[CH:12][CH:13]=[C:14]([OH:19])[CH:15]=2)[CH:10]1[C:21]1[S:22][CH:23]=[CH:24][CH:25]=1)=[O:8]. Given the reactants B(Br)(Br)Br.[F:5][C:6]([F:27])([F:26])[C:7]([N:9]1[CH2:18][CH2:17][C:16]2[C:11](=[CH:12][CH:13]=[C:14]([O:19]C)[CH:15]=2)[CH:10]1[C:21]1[S:22][CH:23]=[CH:24][CH:25]=1)=[O:8].CO, predict the reaction product.